Dataset: NCI-60 drug combinations with 297,098 pairs across 59 cell lines. Task: Regression. Given two drug SMILES strings and cell line genomic features, predict the synergy score measuring deviation from expected non-interaction effect. (1) Drug 1: CC(C1=C(C=CC(=C1Cl)F)Cl)OC2=C(N=CC(=C2)C3=CN(N=C3)C4CCNCC4)N. Drug 2: CCC(=C(C1=CC=CC=C1)C2=CC=C(C=C2)OCCN(C)C)C3=CC=CC=C3.C(C(=O)O)C(CC(=O)O)(C(=O)O)O. Cell line: MCF7. Synergy scores: CSS=16.6, Synergy_ZIP=-1.63, Synergy_Bliss=7.28, Synergy_Loewe=5.20, Synergy_HSA=7.55. (2) Drug 1: C1C(C(OC1N2C=C(C(=O)NC2=O)F)CO)O. Drug 2: COC1=C2C(=CC3=C1OC=C3)C=CC(=O)O2. Cell line: UACC62. Synergy scores: CSS=19.9, Synergy_ZIP=-5.24, Synergy_Bliss=0.542, Synergy_Loewe=-30.8, Synergy_HSA=1.97.